This data is from Forward reaction prediction with 1.9M reactions from USPTO patents (1976-2016). The task is: Predict the product of the given reaction. (1) Given the reactants Cl[C:2]1[CH:11]=[CH:10][N:9]=[C:8]2[C:3]=1[CH:4]=[CH:5][C:6]([CH3:12])=[N:7]2.[NH2:13][C:14]1[CH:19]=[C:18]([O:20][CH2:21][C:22]2[CH:27]=[CH:26][CH:25]=[C:24]([CH3:28])[CH:23]=2)[CH:17]=[CH:16][C:15]=1[S:29][C:30]1[CH:35]=[CH:34][C:33]([NH:36][C:37](=[O:39])[CH3:38])=[CH:32][CH:31]=1, predict the reaction product. The product is: [CH3:28][C:24]1[CH:23]=[C:22]([CH:27]=[CH:26][CH:25]=1)[CH2:21][O:20][C:18]1[CH:17]=[CH:16][C:15]([S:29][C:30]2[CH:35]=[CH:34][C:33]([NH:36][C:37](=[O:39])[CH3:38])=[CH:32][CH:31]=2)=[C:14]([NH:13][C:2]2[C:3]3[C:8](=[N:7][C:6]([CH3:12])=[CH:5][CH:4]=3)[N:9]=[CH:10][CH:11]=2)[CH:19]=1. (2) Given the reactants [CH:1]#[C:2][CH2:3][C@@H:4]([NH2:8])[C:5]([OH:7])=[O:6].C([O-])([O-])=O.[Na+].[Na+].[C:15]1([S:21](Cl)(=[O:23])=[O:22])[CH:20]=[CH:19][CH:18]=[CH:17][CH:16]=1, predict the reaction product. The product is: [CH:16]1[CH:17]=[CH:18][CH:19]=[CH:20][C:15]=1[S:21]([NH:8][C@H:4]([CH2:3][C:2]#[CH:1])[C:5]([OH:7])=[O:6])(=[O:23])=[O:22]. (3) Given the reactants [NH2:1][S:2]([CH2:5][CH2:6][CH2:7][C:8]([O:10][CH2:11][C:12]1[CH:17]=[CH:16][CH:15]=[CH:14][CH:13]=1)=[O:9])(=[O:4])=[O:3].C(Cl)CCl.[C:22]([O:26][C:27]([NH:29][CH2:30][CH2:31][N:32]([CH3:61])[C@@H:33]1[CH2:40][N:39]2[C:41]3[CH:42]=[C:43]([C:54](O)=[O:55])[CH:44]=[CH:45][C:46]=3[C:47]([CH:48]3[CH2:53][CH2:52][CH2:51][CH2:50][CH2:49]3)=[C:38]2[C:37]2[CH:57]=[CH:58][CH:59]=[CH:60][C:36]=2[O:35][CH2:34]1)=[O:28])([CH3:25])([CH3:24])[CH3:23], predict the reaction product. The product is: [C:22]([O:26][C:27]([NH:29][CH2:30][CH2:31][N:32]([CH3:61])[C@@H:33]1[CH2:40][N:39]2[C:41]3[CH:42]=[C:43]([C:54]([NH:1][S:2]([CH2:5][CH2:6][CH2:7][C:8]([O:10][CH2:11][C:12]4[CH:13]=[CH:14][CH:15]=[CH:16][CH:17]=4)=[O:9])(=[O:3])=[O:4])=[O:55])[CH:44]=[CH:45][C:46]=3[C:47]([CH:48]3[CH2:53][CH2:52][CH2:51][CH2:50][CH2:49]3)=[C:38]2[C:37]2[CH:57]=[CH:58][CH:59]=[CH:60][C:36]=2[O:35][CH2:34]1)=[O:28])([CH3:25])([CH3:24])[CH3:23]. (4) Given the reactants [Cl-].[Ca+2].[Cl-].[CH3:4][C:5]1[CH:13]=[CH:12][C:8]([C:9]([Cl:11])=[O:10])=[CH:7][CH:6]=1.[Br:14]N1C(=O)CCC1=O, predict the reaction product. The product is: [Br:14][CH2:4][C:5]1[CH:13]=[CH:12][C:8]([C:9]([Cl:11])=[O:10])=[CH:7][CH:6]=1.